This data is from Forward reaction prediction with 1.9M reactions from USPTO patents (1976-2016). The task is: Predict the product of the given reaction. (1) Given the reactants [CH:1](NC(C)C)(C)C.[Li]CCCC.[F:13][C:14]1[CH:22]=[C:21]([F:23])[CH:20]=[CH:19][C:15]=1[C:16]([OH:18])=[O:17].CI.[NH4+].[Cl-], predict the reaction product. The product is: [F:13][C:14]1[C:22]([CH3:1])=[C:21]([F:23])[CH:20]=[CH:19][C:15]=1[C:16]([OH:18])=[O:17]. (2) Given the reactants Cl[C:2]1[N:3]=[C:4]([N:23]2[CH2:28][CH2:27][O:26][CH2:25][CH2:24]2)[C:5]2[CH2:10][C:9]([CH2:13][N:14]3[CH2:19][CH2:18][N:17]([CH:20]4[CH2:22][CH2:21]4)[CH2:16][CH2:15]3)(C=O)[S:8][C:6]=2[N:7]=1.CC1(C)C(C)(C)OB([C:37]2[CH:45]=[C:44]([C:46]#[N:47])[CH:43]=[C:42]3[C:38]=2[CH:39]=[CH:40][NH:41]3)O1.C(=O)([O-])[O-].[Na+].[Na+], predict the reaction product. The product is: [CH:20]1([N:17]2[CH2:16][CH2:15][N:14]([CH2:13][C:9]3[S:8][C:6]4[N:7]=[C:2]([C:37]5[CH:45]=[C:44]([C:46]#[N:47])[CH:43]=[C:42]6[C:38]=5[CH:39]=[CH:40][NH:41]6)[N:3]=[C:4]([N:23]5[CH2:24][CH2:25][O:26][CH2:27][CH2:28]5)[C:5]=4[CH:10]=3)[CH2:19][CH2:18]2)[CH2:22][CH2:21]1. (3) Given the reactants Cl.[Cl:2][C:3]1[CH:8]=[CH:7][CH:6]=[CH:5][C:4]=1[C@H:9]([NH:14][CH2:15][CH2:16][C:17]1[S:18][CH:19]=[CH:20][CH:21]=1)[C:10]([O:12][CH3:13])=[O:11].[CH2:22]=O, predict the reaction product. The product is: [ClH:2].[CH3:13][O:12][C:10]([C@@H:9]([N:14]1[CH2:22][C:21]2[CH:20]=[CH:19][S:18][C:17]=2[CH2:16][CH2:15]1)[C:4]1[CH:5]=[CH:6][CH:7]=[CH:8][C:3]=1[Cl:2])=[O:11]. (4) The product is: [CH3:35][C:2]1[N:3]=[C:4]2[C:10]([C:11]3[CH:12]=[CH:13][CH:14]=[CH:15][CH:16]=3)=[C:9]([C:17]3[CH:18]=[CH:19][C:20]([C:23]4([NH2:27])[CH2:26][CH2:25][CH2:24]4)=[CH:21][CH:22]=3)[O:8][C:5]2=[N:6][CH:7]=1. Given the reactants Cl[C:2]1[N:3]=[C:4]2[C:10]([C:11]3[CH:16]=[CH:15][CH:14]=[CH:13][CH:12]=3)=[C:9]([C:17]3[CH:22]=[CH:21][C:20]([C:23]4([NH:27]C(=O)OC(C)(C)C)[CH2:26][CH2:25][CH2:24]4)=[CH:19][CH:18]=3)[O:8][C:5]2=[N:6][CH:7]=1.[CH3:35]B(O)O.P([O-])([O-])([O-])=O.[K+].[K+].[K+].O, predict the reaction product. (5) Given the reactants [NH2:1][C:2]1[N:7]=[C:6]([C:8]2[O:9][CH:10]=[CH:11][CH:12]=2)[C:5]([C:13]#[N:14])=[C:4](S(C)(=O)=O)[N:3]=1.[C:19]1([NH:25][CH2:26][CH2:27][NH2:28])[CH:24]=[CH:23][CH:22]=[CH:21][CH:20]=1, predict the reaction product. The product is: [NH2:1][C:2]1[N:7]=[C:6]([C:8]2[O:9][CH:10]=[CH:11][CH:12]=2)[C:5]([C:13]#[N:14])=[C:4]([NH:28][CH2:27][CH2:26][NH:25][C:19]2[CH:24]=[CH:23][CH:22]=[CH:21][CH:20]=2)[N:3]=1.